From a dataset of Full USPTO retrosynthesis dataset with 1.9M reactions from patents (1976-2016). Predict the reactants needed to synthesize the given product. Given the product [Cl:1][C:2]1[CH:3]=[CH:4][C:5]([C:8]2[S:12][C:11]3[C:13](=[O:15])[N:19]([C:21]4[CH:30]=[CH:29][C:28]([N:22]5[CH2:23][CH2:24][O:25][CH2:26][CH2:27]5)=[CH:34][CH:33]=4)[CH:18]=[N:17][C:10]=3[CH:9]=2)=[CH:6][CH:7]=1, predict the reactants needed to synthesize it. The reactants are: [Cl:1][C:2]1[CH:7]=[CH:6][C:5]([C:8]2[S:12][C:11]([C:13]([O:15]C)=O)=[C:10](/[N:17]=[CH:18]/[N:19]([CH3:21])C)[CH:9]=2)=[CH:4][CH:3]=1.[N:22]1([C:28]2[CH:34]=[CH:33]C(N)=[CH:30][CH:29]=2)[CH2:27][CH2:26][O:25][CH2:24][CH2:23]1.